The task is: Predict the product of the given reaction.. This data is from Forward reaction prediction with 1.9M reactions from USPTO patents (1976-2016). (1) Given the reactants [Br:1][C:2]1[CH:3]=[C:4]2[C:12](=[CH:13][CH:14]=1)[NH:11][C:10]1[CH:9]([NH2:15])[CH2:8][CH2:7][CH2:6][C:5]2=1.[C:16]1([CH3:25])[C:17]([C:22](Cl)=[O:23])=[CH:18][CH:19]=[CH:20][CH:21]=1, predict the reaction product. The product is: [Br:1][C:2]1[CH:3]=[C:4]2[C:12](=[CH:13][CH:14]=1)[NH:11][C:10]1[CH:9]([NH:15][C:22](=[O:23])[C:17]3[CH:18]=[CH:19][CH:20]=[CH:21][C:16]=3[CH3:25])[CH2:8][CH2:7][CH2:6][C:5]2=1. (2) Given the reactants C[O:2][C:3]1[CH:4]=[CH:5][C:6]2[C:18](=[O:19])[C:17]3[O:16][C:15]4[C:10](=[CH:11][CH:12]=[C:13]5[CH:23]=[CH:22][CH:21]=[CH:20][C:14]5=4)[C:9]=3[O:8][C:7]=2[CH:24]=1.N1C(=O)CC[C@H]1C(O)=O.Cl, predict the reaction product. The product is: [OH:2][C:3]1[CH:4]=[CH:5][C:6]2[C:18](=[O:19])[C:17]3[O:16][C:15]4[C:10](=[CH:11][CH:12]=[C:13]5[CH:23]=[CH:22][CH:21]=[CH:20][C:14]5=4)[C:9]=3[O:8][C:7]=2[CH:24]=1. (3) Given the reactants [CH3:1][C:2]1[C:11]2[C:6](=[CH:7][CH:8]=[CH:9][CH:10]=2)[C:5]([C:12]([O:14][CH3:15])=[O:13])=[CH:4][CH:3]=1.[Br:16]N1C(=O)CCC1=O.CC(N=NC(C#N)(C)C)(C#N)C, predict the reaction product. The product is: [Br:16][CH2:1][C:2]1[C:11]2[C:6](=[CH:7][CH:8]=[CH:9][CH:10]=2)[C:5]([C:12]([O:14][CH3:15])=[O:13])=[CH:4][CH:3]=1. (4) Given the reactants [OH-].[Li+].[Si:3]([O:10][C@@H:11]([C:29]1[CH:34]=[CH:33][CH:32]=[CH:31][C:30]=1[C:35]1[CH:40]=[CH:39][C:38]([Cl:41])=[CH:37][CH:36]=1)[CH:12]1[CH2:17][CH2:16][N:15]([C:18]2[CH:28]=[CH:27][C:21]([C:22]([O:24]CC)=[O:23])=[CH:20][CH:19]=2)[CH2:14][CH2:13]1)([C:6]([CH3:9])([CH3:8])[CH3:7])([CH3:5])[CH3:4], predict the reaction product. The product is: [Si:3]([O:10][C@@H:11]([C:29]1[CH:34]=[CH:33][CH:32]=[CH:31][C:30]=1[C:35]1[CH:40]=[CH:39][C:38]([Cl:41])=[CH:37][CH:36]=1)[CH:12]1[CH2:13][CH2:14][N:15]([C:18]2[CH:28]=[CH:27][C:21]([C:22]([OH:24])=[O:23])=[CH:20][CH:19]=2)[CH2:16][CH2:17]1)([C:6]([CH3:9])([CH3:8])[CH3:7])([CH3:5])[CH3:4]. (5) Given the reactants [NH2:1][C:2]1[CH:7]=[CH:6][CH:5]=[CH:4][C:3]=1[NH:8][C:9]([NH:11][C:12]1[CH:17]=[CH:16][CH:15]=[CH:14][CH:13]=1)=[O:10].C(N(CC)CC)C.[C:25]1([CH3:35])[CH:30]=[CH:29][CH:28]=[C:27]([S:31](Cl)(=[O:33])=[O:32])[CH:26]=1, predict the reaction product. The product is: [CH3:35][C:25]1[CH:26]=[C:27]([S:31]([NH:1][C:2]2[CH:7]=[CH:6][CH:5]=[CH:4][C:3]=2[NH:8][C:9]([NH:11][C:12]2[CH:17]=[CH:16][CH:15]=[CH:14][CH:13]=2)=[O:10])(=[O:33])=[O:32])[CH:28]=[CH:29][CH:30]=1. (6) Given the reactants [OH-].[K+].C([O:5][C:6]([C:8]1[CH:9]=[N:10][N:11]([CH3:31])[C:12]=1[C:13](=[O:30])[NH:14][C:15]1[CH:20]=[CH:19][N:18]2[CH:21]=[C:22]([C:24]3[CH:29]=[CH:28][CH:27]=[CH:26][CH:25]=3)[N:23]=[C:17]2[CH:16]=1)=[O:7])C, predict the reaction product. The product is: [CH3:31][N:11]1[C:12]([C:13](=[O:30])[NH:14][C:15]2[CH:20]=[CH:19][N:18]3[CH:21]=[C:22]([C:24]4[CH:29]=[CH:28][CH:27]=[CH:26][CH:25]=4)[N:23]=[C:17]3[CH:16]=2)=[C:8]([C:6]([OH:7])=[O:5])[CH:9]=[N:10]1. (7) The product is: [F:20][C@H:19]1[CH2:18][C@@:16]2([CH3:17])[C@@H:12]([C@@H:13]3[CH2:22][C@@H:14]3[C:15]2=[O:21])[C@H:11]2[C@H:2]1[C@:3]1([CH3:24])[C:8]([CH2:9][CH2:10]2)=[CH:7][C:6](=[O:23])[CH2:5][CH2:4]1. Given the reactants Br[C@:2]12[C@@H:19]([F:20])[CH2:18][C@@:16]3([CH3:17])[C@@H:12]([C@@H:13]4[CH2:22][C@@H:14]4[C:15]3=[O:21])[C@@H:11]1[CH2:10][CH2:9][C:8]1[C@:3]2([CH3:24])[CH2:4][CH2:5][C:6](=[O:23])[CH:7]=1.C([SnH](CCCC)CCCC)CCC.N(C(C)(C)C#N)=NC(C)(C)C#N, predict the reaction product. (8) Given the reactants [CH3:1][O:2][C:3]1[CH:15]=[C:14]([O:16][CH3:17])[CH:13]=[CH:12][C:4]=1[CH2:5][NH:6][C:7]1[S:8][CH:9]=[CH:10][N:11]=1.C[Si]([N-][Si](C)(C)C)(C)C.[Li+].[Cl:28][C:29]1[C:38]2[C:33](=[CH:34][C:35]([S:39](OC3C(F)=C(F)C(F)=C(F)C=3F)(=[O:41])=[O:40])=[CH:36][CH:37]=2)[CH:32]=[CH:31][N:30]=1, predict the reaction product. The product is: [Cl:28][C:29]1[C:38]2[C:33](=[CH:34][C:35]([S:39]([N:6]([CH2:5][C:4]3[CH:12]=[CH:13][C:14]([O:16][CH3:17])=[CH:15][C:3]=3[O:2][CH3:1])[C:7]3[S:8][CH:9]=[CH:10][N:11]=3)(=[O:41])=[O:40])=[CH:36][CH:37]=2)[CH:32]=[CH:31][N:30]=1. (9) The product is: [Br:22][C:23]1[CH:28]=[CH:27][C:26]([C:29](=[C:43]2[CH2:42][C:41]([CH3:47])([CH3:46])[O:40][C:39]([CH3:48])([CH3:38])[CH2:44]2)[C:31]2[CH:36]=[CH:35][C:34]([OH:37])=[CH:33][CH:32]=2)=[CH:25][CH:24]=1. Given the reactants BrC1C=CC(C(=C2CCOCC2)C2C=CC(O)=CC=2)=CC=1.[Br:22][C:23]1[CH:28]=[CH:27][C:26]([C:29]([C:31]2[CH:36]=[CH:35][C:34]([OH:37])=[CH:33][CH:32]=2)=O)=[CH:25][CH:24]=1.[CH3:38][C:39]1([CH3:48])[CH2:44][C:43](=O)[CH2:42][C:41]([CH3:47])([CH3:46])[O:40]1, predict the reaction product.